This data is from Full USPTO retrosynthesis dataset with 1.9M reactions from patents (1976-2016). The task is: Predict the reactants needed to synthesize the given product. (1) Given the product [CH2:1]([O:3][C:4](=[O:13])[CH2:5][C:6]1[CH:11]=[CH:10][CH:9]=[C:8]([NH:12][C:16](=[O:17])[CH2:15][Cl:14])[CH:7]=1)[CH3:2], predict the reactants needed to synthesize it. The reactants are: [CH2:1]([O:3][C:4](=[O:13])[CH2:5][C:6]1[CH:11]=[CH:10][CH:9]=[C:8]([NH2:12])[CH:7]=1)[CH3:2].[Cl:14][CH2:15][C:16](Cl)=[O:17]. (2) Given the product [CH2:37]([NH:44][C:1]([CH2:4][O:5][C:6]1[CH:7]=[CH:8][C:9]([CH:12]2[CH2:17][CH2:16][N:15]([C:18]([O:20][C:21]([CH3:23])([CH3:24])[CH3:22])=[O:19])[CH2:14][CH:13]2[O:25][CH2:26][C:27]2[CH:36]=[CH:35][C:34]3[C:29](=[CH:30][CH:31]=[CH:32][CH:33]=3)[CH:28]=2)=[CH:10][CH:11]=1)=[O:3])[C:38]1[CH:43]=[CH:42][CH:41]=[CH:40][CH:39]=1, predict the reactants needed to synthesize it. The reactants are: [C:1]([CH2:4][O:5][C:6]1[CH:11]=[CH:10][C:9]([CH:12]2[CH2:17][CH2:16][N:15]([C:18]([O:20][C:21]([CH3:24])([CH3:23])[CH3:22])=[O:19])[CH2:14][CH:13]2[O:25][CH2:26][C:27]2[CH:36]=[CH:35][C:34]3[C:29](=[CH:30][CH:31]=[CH:32][CH:33]=3)[CH:28]=2)=[CH:8][CH:7]=1)([OH:3])=O.[CH2:37]([NH2:44])[C:38]1[CH:43]=[CH:42][CH:41]=[CH:40][CH:39]=1.CN(C(ON1N=NC2C=CC=CC1=2)=[N+](C)C)C.F[P-](F)(F)(F)(F)F. (3) Given the product [F:21][C:4]([F:3])([F:20])[O:5][CH:6]1[CH2:7][N:8]([C:10]2[N:15]=[CH:14][N:13]=[C:12]([CH2:16][OH:17])[CH:11]=2)[CH2:9]1, predict the reactants needed to synthesize it. The reactants are: [BH4-].[Na+].[F:3][C:4]([F:21])([F:20])[O:5][CH:6]1[CH2:9][N:8]([C:10]2[N:15]=[CH:14][N:13]=[C:12]([C:16](OC)=[O:17])[CH:11]=2)[CH2:7]1. (4) Given the product [CH2:1]([O:8][C:9]1[CH:10]=[C:11]([NH:16][C:17]([NH2:19])=[S:18])[CH:12]=[C:13]([Br:15])[CH:14]=1)[C:2]1[CH:3]=[CH:4][CH:5]=[CH:6][CH:7]=1, predict the reactants needed to synthesize it. The reactants are: [CH2:1]([O:8][C:9]1[CH:10]=[C:11]([NH:16][C:17]([NH:19]C(=O)C2C=CC=CC=2)=[S:18])[CH:12]=[C:13]([Br:15])[CH:14]=1)[C:2]1[CH:7]=[CH:6][CH:5]=[CH:4][CH:3]=1.[OH-].[Na+]. (5) Given the product [NH2:1][C:2]1[C:10]([NH2:11])=[CH:9][C:8]([F:14])=[CH:7][C:3]=1[C:4]([OH:6])=[O:5], predict the reactants needed to synthesize it. The reactants are: [NH2:1][C:2]1[C:10]([N+:11]([O-])=O)=[CH:9][C:8]([F:14])=[CH:7][C:3]=1[C:4]([OH:6])=[O:5].[H][H]. (6) Given the product [CH3:3][C:4]1([CH2:10][C:11]([N:13]2[CH2:14][CH2:15][C:16]3([CH:18]([CH2:19][NH:20][C:21]([N:23]4[CH2:31][C:30]5[CH:29]=[CH:28][N:27]=[CH:26][C:25]=5[CH2:24]4)=[O:22])[CH2:17]3)[CH2:32][CH2:33]2)=[O:12])[CH2:5][CH2:6][N:7]([CH2:40][C:41]([F:44])([F:43])[F:42])[CH2:8][CH2:9]1, predict the reactants needed to synthesize it. The reactants are: Cl.Cl.[CH3:3][C:4]1([CH2:10][C:11]([N:13]2[CH2:33][CH2:32][C:16]3([CH:18]([CH2:19][NH:20][C:21]([N:23]4[CH2:31][C:30]5[CH:29]=[CH:28][N:27]=[CH:26][C:25]=5[CH2:24]4)=[O:22])[CH2:17]3)[CH2:15][CH2:14]2)=[O:12])[CH2:9][CH2:8][NH:7][CH2:6][CH2:5]1.FC(F)(F)S(O[CH2:40][C:41]([F:44])([F:43])[F:42])(=O)=O.CCN(C(C)C)C(C)C. (7) Given the product [CH3:2][O:3][C:4]1[CH:5]=[CH:6][CH:7]=[C:8]2[C:12]=1[NH:11][CH:10]=[C:9]2[S:13][CH3:14], predict the reactants needed to synthesize it. The reactants are: [Cl-].[CH3:2][O:3][C:4]1[CH:5]=[CH:6][CH:7]=[C:8]2[C:12]=1[NH:11][CH:10]=[C:9]2[S+:13](C)[CH3:14].